From a dataset of Full USPTO retrosynthesis dataset with 1.9M reactions from patents (1976-2016). Predict the reactants needed to synthesize the given product. (1) Given the product [CH3:24][O:25][C:27]([C@H:19]1[CH2:18][CH2:17][C@H:16]([NH:15][C:8]2[CH:7]=[N:6][C:5]3[C:10](=[CH:11][C:12]([O:13][CH3:14])=[C:3]([O:2][CH3:1])[CH:4]=3)[N:9]=2)[CH2:23][CH2:22]1)=[O:28], predict the reactants needed to synthesize it. The reactants are: [CH3:1][O:2][C:3]1[CH:4]=[C:5]2[C:10](=[CH:11][C:12]=1[O:13][CH3:14])[N:9]=[C:8]([N:15]1C(=O)[CH:19]3[CH2:22][CH2:23][CH:16]1[CH2:17][CH2:18]3)[CH:7]=[N:6]2.[CH3:24][O-:25].[Na+].[CH3:27][OH:28]. (2) Given the product [NH:15]1[CH2:16][CH2:17][CH:12]([N:11]2[C:2](=[O:1])[O:3][CH2:4][C@@H:5]3[C@@H:10]2[CH2:9][CH2:8][CH2:7][CH2:6]3)[CH2:13][CH2:14]1, predict the reactants needed to synthesize it. The reactants are: [O:1]=[C:2]1[N:11]([CH:12]2[CH2:17][CH2:16][N:15](C(OC(C)(C)C)=O)[CH2:14][CH2:13]2)[C@@H:10]2[C@H:5]([CH2:6][CH2:7][CH2:8][CH2:9]2)[CH2:4][O:3]1.Cl. (3) Given the product [Br:2][C:3]1[CH:12]=[C:11]2[C:6]([CH:7]=[CH:8][N:9]=[C:10]2[Cl:25])=[CH:5][CH:4]=1, predict the reactants needed to synthesize it. The reactants are: Cl.[Br:2][C:3]1[CH:12]=[C:11]2[C:6]([CH:7]=[CH:8][N+:9]([O-])=[CH:10]2)=[CH:5][CH:4]=1.BrC1C=C2C(=CC=1)C([Cl:25])=NC=C2.